This data is from Full USPTO retrosynthesis dataset with 1.9M reactions from patents (1976-2016). The task is: Predict the reactants needed to synthesize the given product. (1) Given the product [C:21]([CH2:20][N:5]1[C:6]2[C:11](=[C:10]([C:13]([F:14])([F:15])[F:16])[C:9]([C:17]#[N:18])=[CH:8][CH:7]=2)[CH:12]=[C:4]1[CH:1]1[CH2:2][CH2:3]1)#[N:22], predict the reactants needed to synthesize it. The reactants are: [CH:1]1([C:4]2[NH:5][C:6]3[C:11]([CH:12]=2)=[C:10]([C:13]([F:16])([F:15])[F:14])[C:9]([C:17]#[N:18])=[CH:8][CH:7]=3)[CH2:3][CH2:2]1.Br[CH2:20][C:21]#[N:22]. (2) Given the product [CH2:1]([O:3][C:4](=[O:32])[CH2:5][O:6][C:7]1[CH:12]=[C:11]([C:38]2[CH:39]=[CH:40][C:35]([O:34][CH3:33])=[CH:36][CH:37]=2)[C:10]([O:14][CH2:15][C:16]2[S:17][CH:18]=[C:19]([C:21]3[CH:26]=[CH:25][C:24]([C:27]([F:30])([F:29])[F:28])=[CH:23][CH:22]=3)[N:20]=2)=[CH:9][C:8]=1[CH3:31])[CH3:2], predict the reactants needed to synthesize it. The reactants are: [CH2:1]([O:3][C:4](=[O:32])[CH2:5][O:6][C:7]1[CH:12]=[C:11](Br)[C:10]([O:14][CH2:15][C:16]2[S:17][CH:18]=[C:19]([C:21]3[CH:26]=[CH:25][C:24]([C:27]([F:30])([F:29])[F:28])=[CH:23][CH:22]=3)[N:20]=2)=[CH:9][C:8]=1[CH3:31])[CH3:2].[CH3:33][O:34][C:35]1[CH:40]=[CH:39][C:38](B(O)O)=[CH:37][CH:36]=1.C(=O)([O-])[O-].[Na+].[Na+]. (3) Given the product [CH3:1][C:2]1([CH3:17])[CH2:11][CH2:10][C:9]([CH3:13])([CH3:12])[C:8]2[CH:7]=[C:6]([C:19]3[CH:20]=[C:21]([CH:24]=[O:25])[S:22][CH:23]=3)[CH:5]=[CH:4][C:3]1=2, predict the reactants needed to synthesize it. The reactants are: [CH3:1][C:2]1([CH3:17])[CH2:11][CH2:10][C:9]([CH3:13])([CH3:12])[C:8]2[CH:7]=[C:6](B(O)O)[CH:5]=[CH:4][C:3]1=2.Br[C:19]1[CH:20]=[C:21]([CH:24]=[O:25])[S:22][CH:23]=1. (4) Given the product [F:20][C:21]1[CH:26]=[CH:25][C:24]([C:2]2[C:10]3[N:9]4[CH2:11][CH2:12][CH2:13][NH:14][C:15](=[O:16])[C:8]4=[C:7]([CH3:17])[C:6]=3[CH:5]=[C:4]([C:18]#[N:19])[CH:3]=2)=[CH:23][CH:22]=1, predict the reactants needed to synthesize it. The reactants are: Br[C:2]1[C:10]2[N:9]3[CH2:11][CH2:12][CH2:13][NH:14][C:15](=[O:16])[C:8]3=[C:7]([CH3:17])[C:6]=2[CH:5]=[C:4]([C:18]#[N:19])[CH:3]=1.[F:20][C:21]1[CH:26]=[CH:25][C:24](B(O)O)=[CH:23][CH:22]=1. (5) Given the product [ClH:21].[F:1][C:2]1[CH:7]=[CH:6][C:5]([C:8]2[C:9]([CH2:10][CH2:11][N:12]3[CH2:17][CH2:16][CH2:15][CH2:14][CH2:13]3)=[CH:18][O:19][N:22]=2)=[CH:4][CH:3]=1, predict the reactants needed to synthesize it. The reactants are: [F:1][C:2]1[CH:7]=[CH:6][C:5]([C:8](=O)[C:9](=[CH:18][OH:19])[CH2:10][CH2:11][N:12]2[CH2:17][CH2:16][CH2:15][CH2:14][CH2:13]2)=[CH:4][CH:3]=1.[ClH:21].[NH2:22]O. (6) Given the product [Br:1][C:2]1[CH:3]=[CH:4][C:5]([S:8][CH2:9][C:10]([NH:12][C:13]2[C:14]([C:26]3[O:28][CH2:34][CH2:33][N:35]=3)=[N:15][N:16]([CH2:18][CH2:19][C:20]3[CH:25]=[CH:24][CH:23]=[CH:22][CH:21]=3)[CH:17]=2)=[O:11])=[CH:6][CH:7]=1, predict the reactants needed to synthesize it. The reactants are: [Br:1][C:2]1[CH:7]=[CH:6][C:5]([S:8][CH2:9][C:10]([NH:12][C:13]2[C:14]([C:26]([OH:28])=O)=[N:15][N:16]([CH2:18][CH2:19][C:20]3[CH:25]=[CH:24][CH:23]=[CH:22][CH:21]=3)[CH:17]=2)=[O:11])=[CH:4][CH:3]=1.C(=O)([O-])[O-].[CH2:33]([N:35](CC)CC)[CH3:34].ClCCN. (7) Given the product [C:44]([NH:1][C@@H:2]1[C@H:6]([NH:7][C:8]2[N:17]=[CH:16][C:15]3[C:10](=[CH:11][CH:12]=[C:13]([C:18]4[C:23]([Cl:24])=[C:22]([O:25][CH3:26])[CH:21]=[C:20]([O:27][CH3:28])[C:19]=4[Cl:29])[CH:14]=3)[N:9]=2)[CH2:5][C@@H:4]([C:30]([N:32]([CH3:34])[CH3:33])=[O:31])[CH2:3]1)(=[O:47])[CH:45]=[CH2:46], predict the reactants needed to synthesize it. The reactants are: [NH2:1][C@@H:2]1[C@H:6]([NH:7][C:8]2[N:17]=[CH:16][C:15]3[C:10](=[CH:11][CH:12]=[C:13]([C:18]4[C:23]([Cl:24])=[C:22]([O:25][CH3:26])[CH:21]=[C:20]([O:27][CH3:28])[C:19]=4[Cl:29])[CH:14]=3)[N:9]=2)[CH2:5][C@@H:4]([C:30]([N:32]([CH3:34])[CH3:33])=[O:31])[CH2:3]1.CCN(C(C)C)C(C)C.[C:44](Cl)(=[O:47])[CH:45]=[CH2:46]. (8) The reactants are: [C:1]1([CH3:35])[CH:6]=[CH:5][C:4]([C:7]2[N:8]=[C:9]3[CH2:23][CH2:22][CH2:21][N:20]([CH2:24][CH2:25][CH2:26]/[CH:27]=[C:28]4\[C:29](=[O:34])[NH:30][C:31](=[O:33])[S:32]\4)[C:10]3=[N:11][C:12]=2[C:13]2[CH:18]=[CH:17][C:16]([CH3:19])=[CH:15][CH:14]=2)=[CH:3][CH:2]=1.[BH4-].[Li+].Cl. Given the product [C:1]1([CH3:35])[CH:6]=[CH:5][C:4]([C:7]2[N:8]=[C:9]3[CH2:23][CH2:22][CH2:21][N:20]([CH2:24][CH2:25][CH2:26][CH2:27][CH:28]4[S:32][C:31](=[O:33])[NH:30][C:29]4=[O:34])[C:10]3=[N:11][C:12]=2[C:13]2[CH:14]=[CH:15][C:16]([CH3:19])=[CH:17][CH:18]=2)=[CH:3][CH:2]=1, predict the reactants needed to synthesize it.